This data is from Peptide-MHC class I binding affinity with 185,985 pairs from IEDB/IMGT. The task is: Regression. Given a peptide amino acid sequence and an MHC pseudo amino acid sequence, predict their binding affinity value. This is MHC class I binding data. (1) The peptide sequence is IYDFYYLDY. The MHC is HLA-A02:11 with pseudo-sequence HLA-A02:11. The binding affinity (normalized) is 0.0847. (2) The peptide sequence is YLVAYQATT. The MHC is HLA-A02:05 with pseudo-sequence HLA-A02:05. The binding affinity (normalized) is 0.489. (3) The binding affinity (normalized) is 0.244. The MHC is HLA-A69:01 with pseudo-sequence HLA-A69:01. The peptide sequence is FKNSVFYSV.